From a dataset of Full USPTO retrosynthesis dataset with 1.9M reactions from patents (1976-2016). Predict the reactants needed to synthesize the given product. (1) Given the product [CH3:19][C:20]1[CH:29]=[CH:28][CH:27]=[C:26]2[C:21]=1[C:22]([C:10]1[NH:6][CH:7]=[N:8][CH:9]=1)=[CH:23][CH2:24][O:25]2, predict the reactants needed to synthesize it. The reactants are: CN(C)S([N:6]1[CH:10]=[CH:9][N:8]=[C:7]1[Si](C(C)(C)C)(C)C)(=O)=O.[CH3:19][C:20]1[CH:29]=[CH:28][CH:27]=[C:26]2[C:21]=1[C:22](=O)[CH2:23][CH2:24][O:25]2. (2) Given the product [F:21][C:2]([F:1])([F:20])[C:3]1[CH:4]=[CH:5][C:6]([C:9]2[O:13][N:12]=[CH:11][C:10]=2[CH2:14][CH2:15][CH2:16][OH:17])=[CH:7][CH:8]=1, predict the reactants needed to synthesize it. The reactants are: [F:1][C:2]([F:21])([F:20])[C:3]1[CH:8]=[CH:7][C:6]([C:9]2[O:13][N:12]=[CH:11][C:10]=2[CH2:14][CH2:15][C:16](OC)=[O:17])=[CH:5][CH:4]=1.[H-].C([Al+]CC(C)C)C(C)C.Cl. (3) Given the product [CH2:1]([C:3]1[CH:4]=[C:5]2[C:9](=[CH:10][CH:11]=1)[NH:8][N:7]=[C:6]2[C:12]([NH:14][CH2:15][CH:16]1[CH2:17][CH2:18][N:19]([CH2:22][C:23]([OH:25])=[O:24])[CH2:20][CH2:21]1)=[O:13])[CH2:2][CH2:26][CH2:27][CH3:28], predict the reactants needed to synthesize it. The reactants are: [CH2:1]([C:3]1[CH:4]=[C:5]2[C:9](=[CH:10][CH:11]=1)[NH:8][N:7]=[C:6]2[C:12]([NH:14][CH2:15][CH:16]1[CH2:21][CH2:20][N:19]([CH2:22][C:23]([OH:25])=[O:24])[CH2:18][CH2:17]1)=[O:13])[CH3:2].[CH3:26][CH2:27][CH2:28]CCB1OC(C)(C)C(C)(C)O1. (4) Given the product [CH3:27][CH:26]([CH3:28])[CH2:25][CH2:24][NH:29][C:1]([C:4]1[S:8][C:7]([N:9]2[CH2:10][C:11]3[CH2:16][N:15]([C:17]([O:19][C:20]([CH3:22])([CH3:23])[CH3:21])=[O:18])[CH2:14][C:12]=3[CH2:13]2)=[N:6][CH:5]=1)=[O:2], predict the reactants needed to synthesize it. The reactants are: [C:1]([C:4]1[S:8][C:7]([N:9]2[CH2:13][C:12]3[CH2:14][N:15]([C:17]([O:19][C:20]([CH3:23])([CH3:22])[CH3:21])=[O:18])[CH2:16][C:11]=3[CH2:10]2)=[N:6][CH:5]=1)(O)=[O:2].[CH2:24]([NH2:29])[CH2:25][CH:26]([CH3:28])[CH3:27].C(N(CC)CC)C.CN(C(ON1N=NC2C=CC=NC1=2)=[N+](C)C)C.F[P-](F)(F)(F)(F)F. (5) Given the product [N:68]1[CH:69]=[CH:70][CH:71]=[C:66]([CH2:65][CH2:64][NH:63][C:26]([CH:25]=[CH:24][C:21]2[CH:20]=[CH:19][C:18]([C:16]([NH:15][C:10]3[CH:11]=[CH:12][CH:13]=[CH:14][C:9]=3[NH:8][C:6](=[O:7])[O:5][C:1]([CH3:2])([CH3:4])[CH3:3])=[O:17])=[CH:23][CH:22]=2)=[O:28])[CH:67]=1, predict the reactants needed to synthesize it. The reactants are: [C:1]([O:5][C:6]([NH:8][C:9]1[CH:14]=[CH:13][CH:12]=[CH:11][C:10]=1[NH:15][C:16]([C:18]1[CH:23]=[CH:22][C:21]([CH:24]=[CH:25][C:26]([OH:28])=O)=[CH:20][CH:19]=1)=[O:17])=[O:7])([CH3:4])([CH3:3])[CH3:2].CCN(CC)CC.CN([P+](ON1N=NC2C=CC=CC1=2)(N(C)C)N(C)C)C.F[P-](F)(F)(F)(F)F.[NH2:63][CH2:64][CH2:65][C:66]1[CH:67]=[N:68][CH:69]=[CH:70][CH:71]=1.[NH4+].[Cl-]. (6) Given the product [NH2:36][CH2:35][C:34]1[CH:33]=[C:32]([C:30]([N:27]2[CH2:26][CH2:25][CH:24]([C:16]([C:10]3[CH:11]=[CH:12][CH:13]=[C:14]([F:15])[C:9]=3[C:5]3[CH:6]=[CH:7][CH:8]=[C:3]([CH2:1][CH3:2])[CH:4]=3)([OH:23])[CH2:17][CH2:18][CH2:19][CH2:20][O:21][CH3:22])[CH2:29][CH2:28]2)=[O:31])[CH:46]=[CH:45][CH:44]=1, predict the reactants needed to synthesize it. The reactants are: [CH2:1]([C:3]1[CH:4]=[C:5]([C:9]2[C:14]([F:15])=[CH:13][CH:12]=[CH:11][C:10]=2[C:16]([CH:24]2[CH2:29][CH2:28][N:27]([C:30]([C:32]3[CH:33]=[C:34]([CH:44]=[CH:45][CH:46]=3)[CH2:35][NH:36]C(=O)OC(C)(C)C)=[O:31])[CH2:26][CH2:25]2)([OH:23])[CH2:17][CH2:18][CH2:19][CH2:20][O:21][CH3:22])[CH:6]=[CH:7][CH:8]=1)[CH3:2].Cl. (7) Given the product [CH2:30]([CH:24]1[C:25]2=[N:1][C:2]3[N:6]([CH3:7])[N:5]=[CH:4][C:3]=3[C:13](=[O:14])[N:15]2[CH2:37][CH2:21][NH:23]1)[C:31]1[CH:36]=[CH:35][CH:34]=[CH:33][CH:32]=1, predict the reactants needed to synthesize it. The reactants are: [NH2:1][C:2]1[N:6]([C:7]2C=CC=CC=2)[N:5]=[CH:4][C:3]=1[C:13]([NH2:15])=[O:14].C(O[C:21]([NH:23][CH:24]([CH2:30][C:31]1[CH:36]=[CH:35][CH:34]=[CH:33][CH:32]=1)[C:25](OCC)=O)=O)(C)(C)C.[C:37](OC(NCC(OCC)=O)=O)(C)(C)C.